Task: Predict the reactants needed to synthesize the given product.. Dataset: Full USPTO retrosynthesis dataset with 1.9M reactions from patents (1976-2016) (1) Given the product [Cl:1][C:2]1[CH:10]=[CH:9][C:8]2[N:7]([CH2:19][C:20]3([C:25]4[CH:30]=[CH:29][C:28]([Cl:31])=[CH:27][CH:26]=4)[O:21][CH2:22][CH2:23][O:24]3)[C:6]3[CH2:11][CH2:12][N:13]([CH3:15])[CH2:14][C:5]=3[C:4]=2[CH:3]=1, predict the reactants needed to synthesize it. The reactants are: [Cl:1][C:2]1[CH:10]=[CH:9][C:8]2[NH:7][C:6]3[CH2:11][CH2:12][N:13]([CH3:15])[CH2:14][C:5]=3[C:4]=2[CH:3]=1.[OH-].[K+].Br[CH2:19][C:20]1([C:25]2[CH:30]=[CH:29][C:28]([Cl:31])=[CH:27][CH:26]=2)[O:24][CH2:23][CH2:22][O:21]1.O. (2) Given the product [NH2:12][C:13]1[N:14]=[C:15]([C:28]2[CH:29]=[CH:30][CH:31]=[CH:32][CH:33]=2)[C:16]2[C:25](=[O:26])[C:24]3[C:19](=[C:20]([O:27][S:41]([C:44]([F:47])([F:46])[F:45])(=[O:43])=[O:42])[CH:21]=[CH:22][CH:23]=3)[C:17]=2[N:18]=1, predict the reactants needed to synthesize it. The reactants are: CC([O-])(C)C.[K+].CN(C=O)C.[NH2:12][C:13]1[N:14]=[C:15]([C:28]2[CH:33]=[CH:32][CH:31]=[CH:30][CH:29]=2)[C:16]2[C:25](=[O:26])[C:24]3[C:19](=[C:20]([OH:27])[CH:21]=[CH:22][CH:23]=3)[C:17]=2[N:18]=1.C1(N([S:41]([C:44]([F:47])([F:46])[F:45])(=[O:43])=[O:42])[S:41]([C:44]([F:47])([F:46])[F:45])(=[O:43])=[O:42])C=CC=CC=1. (3) Given the product [NH2:20][C:21]1[N:26]=[CH:25][C:24]([C:2]2[N:3]=[C:4]([N:13]3[CH2:18][CH2:17][O:16][CH2:15][C@@H:14]3[CH3:19])[C:5]3[S:10][C:9]([CH2:11][OH:12])=[CH:8][C:6]=3[N:7]=2)=[CH:23][N:22]=1, predict the reactants needed to synthesize it. The reactants are: Cl[C:2]1[N:3]=[C:4]([N:13]2[CH2:18][CH2:17][O:16][CH2:15][C@@H:14]2[CH3:19])[C:5]2[S:10][C:9]([CH2:11][OH:12])=[CH:8][C:6]=2[N:7]=1.[NH2:20][C:21]1[N:26]=[CH:25][C:24](B2OC(C)(C)C(C)(C)O2)=[CH:23][N:22]=1.CC#N.CC([O-])=O.[K+]. (4) Given the product [Br:8][C:4]1[CH:3]=[C:2]([NH:9][CH2:10][CH2:11][NH:12][C:13](=[O:19])[O:14][C:15]([CH3:17])([CH3:16])[CH3:18])[CH:7]=[CH:6][CH:5]=1, predict the reactants needed to synthesize it. The reactants are: Br[C:2]1[CH:7]=[CH:6][CH:5]=[C:4]([Br:8])[CH:3]=1.[NH2:9][CH2:10][CH2:11][NH:12][C:13](=[O:19])[O:14][C:15]([CH3:18])([CH3:17])[CH3:16].N1CCC[C@H]1C(O)=O.C(=O)([O-])[O-].[K+].[K+].